This data is from Catalyst prediction with 721,799 reactions and 888 catalyst types from USPTO. The task is: Predict which catalyst facilitates the given reaction. Reactant: [F-].[K+].[Br:3][C:4]1[C:11]([OH:12])=[C:10]([O:13][CH3:14])[CH:9]=[CH:8][C:5]=1[CH:6]=[O:7].F[C:16]1[CH:21]=[CH:20][C:19]([N+:22]([O-:24])=[O:23])=[CH:18][CH:17]=1.O. Product: [Br:3][C:4]1[C:11]([O:12][C:16]2[CH:21]=[CH:20][C:19]([N+:22]([O-:24])=[O:23])=[CH:18][CH:17]=2)=[C:10]([O:13][CH3:14])[CH:9]=[CH:8][C:5]=1[CH:6]=[O:7]. The catalyst class is: 16.